Dataset: Forward reaction prediction with 1.9M reactions from USPTO patents (1976-2016). Task: Predict the product of the given reaction. (1) Given the reactants F[C:2]1[CH:7]=[CH:6][C:5]([N+:8]([O-:10])=[O:9])=[CH:4][C:3]=1[F:11].C([O-])([O-])=O.[K+].[K+].[NH:18]1[CH:22]=[CH:21][CH:20]=[CH:19]1, predict the reaction product. The product is: [F:11][C:3]1[CH:4]=[C:5]([N+:8]([O-:10])=[O:9])[CH:6]=[CH:7][C:2]=1[N:18]1[CH:22]=[CH:21][CH:20]=[CH:19]1. (2) Given the reactants [O:1]1CCOC[CH2:2]1.[ClH:7].CO.[C:10](#[N:17])[C:11]1[CH:16]=[CH:15][CH:14]=[CH:13][CH:12]=1, predict the reaction product. The product is: [ClH:7].[C:10](=[NH:17])([O:1][CH3:2])[C:11]1[CH:16]=[CH:15][CH:14]=[CH:13][CH:12]=1. (3) Given the reactants [CH2:1]([C:3]1O[C:5](=[O:13])[C:6]2[CH:12]=[CH:11][CH:10]=[CH:9][C:7]=2[N:8]=1)[CH3:2].[CH2:14]([NH2:17])[CH2:15][CH3:16], predict the reaction product. The product is: [CH2:1]([C:3]1[N:17]([CH2:14][CH2:15][CH3:16])[C:5](=[O:13])[C:6]2[C:7](=[CH:9][CH:10]=[CH:11][CH:12]=2)[N:8]=1)[CH3:2]. (4) Given the reactants [Cl:1][C:2]1[CH:3]=[CH:4][C:5]([OH:26])=[C:6]([CH:25]=1)[C:7]([NH:9][C:10]1[S:11][C:12]([C:19](=[O:24])[C:20]([CH3:23])([CH3:22])[CH3:21])=[C:13]([C:15]([CH3:18])([CH3:17])[CH3:16])[N:14]=1)=[O:8].[N:27]1([C:33](Cl)=[O:34])[CH2:32][CH2:31][O:30][CH2:29][CH2:28]1, predict the reaction product. The product is: [Cl:1][C:2]1[CH:3]=[CH:4][C:5]([O:26][C:33]([N:27]2[CH2:32][CH2:31][O:30][CH2:29][CH2:28]2)=[O:34])=[C:6]([CH:25]=1)[C:7]([NH:9][C:10]1[S:11][C:12]([C:19](=[O:24])[C:20]([CH3:23])([CH3:22])[CH3:21])=[C:13]([C:15]([CH3:18])([CH3:16])[CH3:17])[N:14]=1)=[O:8]. (5) Given the reactants [I:1][C:2]1[C:10]2[C:5](=[CH:6][CH:7]=[CH:8][C:9]=2[N+:11]([O-:13])=[O:12])[NH:4][N:3]=1.Br.BrC[C:17]1[CH:22]=[CH:21][N:20]=[CH:19][CH:18]=1.[C:23](N=C(N(C)C)N(C)C)(C)(C)C, predict the reaction product. The product is: [I:1][C:2]1[C:10]2[C:5](=[CH:6][CH:7]=[CH:8][C:9]=2[N+:11]([O-:13])=[O:12])[N:4]([CH2:23][C:22]2[CH:21]=[N:20][CH:19]=[CH:18][CH:17]=2)[N:3]=1. (6) Given the reactants [Br:1][C:2]1[C:3]([NH2:8])=[N:4][CH:5]=[CH:6][CH:7]=1.Br[CH2:10][C:11](=O)[CH2:12][CH2:13][C:14]#[C:15][Si:16]([CH3:19])([CH3:18])[CH3:17], predict the reaction product. The product is: [Br:1][C:2]1[C:3]2[N:4]([CH:10]=[C:11]([CH2:12][CH2:13][C:14]#[C:15][Si:16]([CH3:19])([CH3:18])[CH3:17])[N:8]=2)[CH:5]=[CH:6][CH:7]=1.